This data is from Drug-target binding data from BindingDB using IC50 measurements. The task is: Regression. Given a target protein amino acid sequence and a drug SMILES string, predict the binding affinity score between them. We predict pIC50 (pIC50 = -log10(IC50 in M); higher means more potent). Dataset: bindingdb_ic50. (1) The compound is O=C1NC(=S)NC(=O)C1=Cc1ccc(-c2ccc(Cl)c(C(=O)[O-])c2)o1. The target protein (P00451) has sequence MQIELSTCFFLCLLRFCFSATRRYYLGAVELSWDYMQSDLGELPVDARFPPRVPKSFPFNTSVVYKKTLFVEFTDHLFNIAKPRPPWMGLLGPTIQAEVYDTVVITLKNMASHPVSLHAVGVSYWKASEGAEYDDQTSQREKEDDKVFPGGSHTYVWQVLKENGPMASDPLCLTYSYLSHVDLVKDLNSGLIGALLVCREGSLAKEKTQTLHKFILLFAVFDEGKSWHSETKNSLMQDRDAASARAWPKMHTVNGYVNRSLPGLIGCHRKSVYWHVIGMGTTPEVHSIFLEGHTFLVRNHRQASLEISPITFLTAQTLLMDLGQFLLFCHISSHQHDGMEAYVKVDSCPEEPQLRMKNNEEAEDYDDDLTDSEMDVVRFDDDNSPSFIQIRSVAKKHPKTWVHYIAAEEEDWDYAPLVLAPDDRSYKSQYLNNGPQRIGRKYKKVRFMAYTDETFKTREAIQHESGILGPLLYGEVGDTLLIIFKNQASRPYNIYPHGIT.... The pIC50 is 5.4. (2) The small molecule is CC(C(=O)NC1CC1C)c1ccc(O[C@@H]2CCN(c3ncnc(OCC(C)(F)F)c3F)C2)cc1. The target protein sequence is DTNGLSSSARPQGQQAGSPSKEDKKQANIKRQLMTNFILGSFDDYSSDEDSVAGSSRESTRKGSRASLGALSLEAYLTTGEAETRVPTMRPSMSGLHLVKRGREHKKLDLHRDFTVASPAEFVTRFGGDRVIEKVLIANNGIAAVKCMRSIRRWAYEMFRNERAIRFVVMVTPEDLKANAEYIKMADHYVPVPGGPNNNNYANVELIVDIAKRIPVQAVWAGWGHASENPKLPELLCKNGVAFLGPPSEAMWALGDKIASTVVAQTLQVPTLPWSGSGLTVEWTEDDLQQGKRISVPEDVYDKGCVKDVDEGLEAAERIGFPLMIKASEGGGGKGIRKAESAEDFPILFRQVQSEIPGSPIFLMKLAQHARHLEVQILADQYGNAVSLFGRDCSIQRRHQKIVEEAPATIAPLAIFEFMEQCAIRLAKTVGYVSAGTVEYLYSQDGSFHFLELNPRLQVEHPCTEMIADVNLPAAQLQIAMGVPLHRLKDIRLLYGESPW.... The pIC50 is 6.6.